Dataset: Reaction yield outcomes from USPTO patents with 853,638 reactions. Task: Predict the reaction yield, written as a fraction of the theoretical maximum amount of product (1.0 means a 100% yield; for example, 0.34 means a 34% yield). (1) The reactants are [H-].[H-].[H-].[H-].[Li+].[Al+3].[F:7][C:8]1[CH:16]=[CH:15][CH:14]=[C:10]([C:11](O)=[O:12])[C:9]=1[C:17](O)=[O:18].[OH-].[Na+].O. The catalyst is C1COCC1. The product is [F:7][C:8]1[CH:16]=[CH:15][CH:14]=[C:10]([CH2:11][OH:12])[C:9]=1[CH2:17][OH:18]. The yield is 0.790. (2) The catalyst is CO. The product is [Br:1][C:2]1[CH:10]=[CH:9][C:5]([C:6]([O:8][CH3:16])=[O:7])=[C:4]([CH3:11])[CH:3]=1. The yield is 0.750. The reactants are [Br:1][C:2]1[CH:10]=[CH:9][C:5]([C:6]([OH:8])=[O:7])=[C:4]([CH3:11])[CH:3]=1.S(Cl)(Cl)=O.[C:16](OCC)(=O)C.